Dataset: Forward reaction prediction with 1.9M reactions from USPTO patents (1976-2016). Task: Predict the product of the given reaction. (1) Given the reactants [Cl:1][C:2]1[CH:10]=[CH:9][C:5]([C:6](Cl)=[O:7])=[CH:4][C:3]=1[S:11]([Cl:14])(=[O:13])=[O:12].Cl.[NH:16]1[CH2:21][CH2:20][C:19](=[O:22])[CH2:18][CH2:17]1, predict the reaction product. The product is: [Cl:1][C:2]1[CH:10]=[CH:9][C:5]([C:6]([N:16]2[CH2:21][CH2:20][C:19](=[O:22])[CH2:18][CH2:17]2)=[O:7])=[CH:4][C:3]=1[S:11]([Cl:14])(=[O:13])=[O:12]. (2) Given the reactants [CH3:1][O:2][CH2:3][N:4]1[CH:8]=[C:7]([N+:9]([O-])=O)[N:6]=[C:5]1[C:12]([O:14][CH2:15][CH3:16])=[O:13].[C:17](Cl)(=[O:21])[CH:18]([CH3:20])[CH3:19], predict the reaction product. The product is: [C:17]([NH:9][C:7]1[N:6]=[C:5]([C:12]([O:14][CH2:15][CH3:16])=[O:13])[N:4]([CH2:3][O:2][CH3:1])[CH:8]=1)(=[O:21])[CH:18]([CH3:20])[CH3:19]. (3) Given the reactants [H-].[H-].[H-].[H-].[Li+].[Al+3].[C:7]([C:11]1[CH:12]=[C:13]([NH:23][C:24](=[O:46])[C:25]2[CH:30]=[CH:29][C:28]([CH3:31])=[C:27]([O:32][C:33]3[CH:38]=[CH:37][N:36]=[C:35]([CH2:39][N:40]4[CH2:45][CH2:44][NH:43][CH2:42][CH2:41]4)[CH:34]=3)[CH:26]=2)[C:14]([O:21][CH3:22])=[C:15]([CH:20]=1)[C:16](OC)=[O:17])([CH3:10])([CH3:9])[CH3:8].[OH-].[Na+], predict the reaction product. The product is: [C:7]([C:11]1[CH:20]=[C:15]([CH2:16][OH:17])[C:14]([O:21][CH3:22])=[C:13]([NH:23][C:24](=[O:46])[C:25]2[CH:30]=[CH:29][C:28]([CH3:31])=[C:27]([O:32][C:33]3[CH:38]=[CH:37][N:36]=[C:35]([CH2:39][N:40]4[CH2:41][CH2:42][NH:43][CH2:44][CH2:45]4)[CH:34]=3)[CH:26]=2)[CH:12]=1)([CH3:10])([CH3:8])[CH3:9]. (4) Given the reactants [CH2:1]([N:8]1[CH2:13][CH2:12][CH:11]([NH:14][C:15](=O)[CH2:16][C:17]2[CH:22]=[CH:21][CH:20]=[CH:19][C:18]=2[N+:23]([O-])=O)[CH2:10][CH2:9]1)[C:2]1[CH:7]=[CH:6][CH:5]=[CH:4][CH:3]=1.[H-].[Al+3].[Li+].[H-].[H-].[H-], predict the reaction product. The product is: [NH2:23][C:18]1[CH:19]=[CH:20][CH:21]=[CH:22][C:17]=1[CH2:16][CH2:15][NH:14][CH:11]1[CH2:10][CH2:9][N:8]([CH2:1][C:2]2[CH:3]=[CH:4][CH:5]=[CH:6][CH:7]=2)[CH2:13][CH2:12]1. (5) Given the reactants Cl[CH2:2][C:3]1[CH:7]=[C:6]([CH3:8])[O:5][N:4]=1.[OH:9][C:10]1[CH:15]=[CH:14][C:13]([NH:16][C:17]2[C:26]3[C:21](=[CH:22][CH:23]=[CH:24][C:25]=3[O:27][CH2:28][CH2:29][N:30]([CH3:34])[C:31](=[O:33])[CH3:32])[N:20]=[CH:19][N:18]=2)=[CH:12][C:11]=1[CH3:35], predict the reaction product. The product is: [CH3:34][N:30]([CH2:29][CH2:28][O:27][C:25]1[CH:24]=[CH:23][CH:22]=[C:21]2[C:26]=1[C:17]([NH:16][C:13]1[CH:14]=[CH:15][C:10]([O:9][CH2:2][C:3]3[CH:7]=[C:6]([CH3:8])[O:5][N:4]=3)=[C:11]([CH3:35])[CH:12]=1)=[N:18][CH:19]=[N:20]2)[C:31](=[O:33])[CH3:32]. (6) The product is: [C:40]1([NH:46][C:47]([N:24]2[CH2:25][CH2:26][CH:21]([C:19]([NH:18][CH2:17][CH2:16][NH:15][C:13]([C:11]3[C:10]([C:27]([F:29])([F:30])[F:28])=[N:9][N:8]([C:2]4[CH:3]=[CH:4][CH:5]=[CH:6][CH:7]=4)[CH:12]=3)=[O:14])=[O:20])[CH2:22][CH2:23]2)=[O:48])[CH:45]=[CH:44][CH:43]=[CH:42][CH:41]=1. Given the reactants Cl.[C:2]1([N:8]2[CH:12]=[C:11]([C:13]([NH:15][CH2:16][CH2:17][NH:18][C:19]([CH:21]3[CH2:26][CH2:25][NH:24][CH2:23][CH2:22]3)=[O:20])=[O:14])[C:10]([C:27]([F:30])([F:29])[F:28])=[N:9]2)[CH:7]=[CH:6][CH:5]=[CH:4][CH:3]=1.CCN(C(C)C)C(C)C.[C:40]1([N:46]=[C:47]=[O:48])[CH:45]=[CH:44][CH:43]=[CH:42][CH:41]=1, predict the reaction product. (7) Given the reactants [Cl:1][C:2]1[CH:30]=[C:29]([Cl:31])[CH:28]=[CH:27][C:3]=1[CH2:4][N:5]1[C:9]2[CH:10]=[C:11]([O:15][CH2:16][CH2:17][CH2:18][C:19]([O:21]CC)=[O:20])[CH:12]=[C:13]([CH3:14])[C:8]=2[N:7]=[C:6]1[O:24][CH2:25][CH3:26].[OH-].[Na+].Cl, predict the reaction product. The product is: [Cl:1][C:2]1[CH:30]=[C:29]([Cl:31])[CH:28]=[CH:27][C:3]=1[CH2:4][N:5]1[C:9]2[CH:10]=[C:11]([O:15][CH2:16][CH2:17][CH2:18][C:19]([OH:21])=[O:20])[CH:12]=[C:13]([CH3:14])[C:8]=2[N:7]=[C:6]1[O:24][CH2:25][CH3:26]. (8) The product is: [Cl:5][C:6]1[C:7]([Cl:15])=[N:8][CH:9]=[C:10]([CH:14]=1)[C:11]([N:24]([CH3:23])[CH2:25][CH2:26][N:27]1[CH2:31][CH2:30][CH2:29][CH2:28]1)=[O:13]. Given the reactants S(Cl)(Cl)=O.[Cl:5][C:6]1[C:7]([Cl:15])=[N:8][CH:9]=[C:10]([CH:14]=1)[C:11]([OH:13])=O.C(N(CC)CC)C.[CH3:23][NH:24][CH2:25][CH2:26][N:27]1[CH2:31][CH2:30][CH2:29][CH2:28]1, predict the reaction product.